The task is: Predict the reactants needed to synthesize the given product.. This data is from Full USPTO retrosynthesis dataset with 1.9M reactions from patents (1976-2016). (1) Given the product [CH2:11]([N:13]([CH2:14][CH3:15])[C:4](=[O:5])[C:3]1[CH:7]=[CH:8][CH:9]=[CH:10][C:2]=1[Cl:1])[CH3:12], predict the reactants needed to synthesize it. The reactants are: [Cl:1][C:2]1[CH:10]=[CH:9][CH:8]=[CH:7][C:3]=1[C:4](Cl)=[O:5].[CH2:11]([NH:13][CH2:14][CH3:15])[CH3:12]. (2) Given the product [CH2:1]([O:8][C:9]1[CH:14]=[C:13]([O:15][CH2:16][C:17]2[CH:22]=[CH:21][CH:20]=[CH:19][CH:18]=2)[CH:12]=[CH:11][C:10]=1[C:23]1[NH:34][C:26]2[CH:27]=[C:28]([C:30]([O:32][CH3:33])=[O:31])[S:29][C:25]=2[CH:24]=1)[C:2]1[CH:7]=[CH:6][CH:5]=[CH:4][CH:3]=1, predict the reactants needed to synthesize it. The reactants are: [CH2:1]([O:8][C:9]1[CH:14]=[C:13]([O:15][CH2:16][C:17]2[CH:22]=[CH:21][CH:20]=[CH:19][CH:18]=2)[CH:12]=[CH:11][C:10]=1/[CH:23]=[CH:24]/[C:25]1[S:29][C:28]([C:30]([O:32][CH3:33])=[O:31])=[CH:27][C:26]=1[N+:34]([O-])=O)[C:2]1[CH:7]=[CH:6][CH:5]=[CH:4][CH:3]=1.P(OCC)(OCC)OCC.C(OCC)(=O)C. (3) Given the product [Cl:19][C:20]1[CH:25]=[CH:24][N:23]=[C:22]([C:26]([O:28][CH3:1])=[O:27])[C:21]=1[F:29], predict the reactants needed to synthesize it. The reactants are: [CH3:1]OCOC1C=CC=CC=1C(C1C=CC=CC=1)=O.[Cl:19][C:20]1[CH:25]=[CH:24][N:23]=[C:22]([C:26]([O-:28])=[O:27])[C:21]=1[F:29].[Li+].[Br-].[Na+].S(Cl)(Cl)=O. (4) The reactants are: [C:1]([C:3]1[C:4]([N:23]2[CH2:27][CH2:26][C@@H:25]([OH:28])[CH2:24]2)=[N:5][CH:6]=[C:7]([CH:22]=1)[C:8]([NH:10][C:11]1[CH:16]=[CH:15][C:14]([O:17][C:18]([F:21])([F:20])[F:19])=[CH:13][CH:12]=1)=[O:9])#[N:2].OS([O-])=O.[Na+].[CH2:34](N)[CH2:35][NH2:36].[NH4+]. Given the product [NH:2]1[CH2:34][CH2:35][N:36]=[C:1]1[C:3]1[C:4]([N:23]2[CH2:27][CH2:26][C@@H:25]([OH:28])[CH2:24]2)=[N:5][CH:6]=[C:7]([CH:22]=1)[C:8]([NH:10][C:11]1[CH:12]=[CH:13][C:14]([O:17][C:18]([F:19])([F:20])[F:21])=[CH:15][CH:16]=1)=[O:9], predict the reactants needed to synthesize it. (5) Given the product [F:1][C:2]1[CH:3]=[C:4]([OH:8])[C:5]([N+:9]([O-:11])=[O:10])=[N:6][CH:7]=1, predict the reactants needed to synthesize it. The reactants are: [F:1][C:2]1[CH:3]=[C:4]([OH:8])[CH:5]=[N:6][CH:7]=1.[N+:9]([O-])([OH:11])=[O:10]. (6) Given the product [ClH:1].[Cl:1][C:2]1[CH:7]=[CH:6][CH:5]=[CH:4][C:3]=1[C:8]1[CH2:13][NH:12][CH2:11][CH2:10][CH:9]=1, predict the reactants needed to synthesize it. The reactants are: [Cl:1][C:2]1[CH:7]=[CH:6][CH:5]=[CH:4][C:3]=1[C:8]1[CH2:13][N:12](C)[CH2:11][CH2:10][CH:9]=1.ClC(OC(Cl)C)=O. (7) Given the product [C:32]([C:29]1[CH:30]=[C:31]2[C:26](=[CH:27][C:28]=1[O:34][CH2:35][C:36]1[CH:41]=[CH:40][CH:39]=[CH:38][CH:37]=1)[N:25]=[CH:24][CH:23]=[C:22]2[O:19][C:16]1[CH:17]=[CH:18][C:13]([NH:12][C:10]([NH:9][C:3]2[CH:4]=[CH:5][C:6]([F:8])=[CH:7][C:2]=2[F:1])=[O:11])=[C:14]([F:20])[CH:15]=1)#[N:33], predict the reactants needed to synthesize it. The reactants are: [F:1][C:2]1[CH:7]=[C:6]([F:8])[CH:5]=[CH:4][C:3]=1[NH:9][C:10]([NH:12][C:13]1[CH:18]=[CH:17][C:16]([OH:19])=[CH:15][C:14]=1[F:20])=[O:11].Cl[C:22]1[C:31]2[C:26](=[CH:27][C:28]([O:34][CH2:35][C:36]3[CH:41]=[CH:40][CH:39]=[CH:38][CH:37]=3)=[C:29]([C:32]#[N:33])[CH:30]=2)[N:25]=[CH:24][CH:23]=1.